From a dataset of Full USPTO retrosynthesis dataset with 1.9M reactions from patents (1976-2016). Predict the reactants needed to synthesize the given product. (1) Given the product [CH3:1][O:2][CH2:3][CH2:4][O:5][CH2:6][C:7](=[S:19])[NH2:9], predict the reactants needed to synthesize it. The reactants are: [CH3:1][O:2][CH2:3][CH2:4][O:5][CH2:6][C:7]([NH2:9])=O.COC1C=CC(P2(SP(C3C=CC(OC)=CC=3)(=S)S2)=[S:19])=CC=1. (2) Given the product [CH3:27][Si:26]([CH3:29])([CH3:28])[CH2:25][CH2:24][O:23][CH2:22][N:19]1[C:16]2=[N:17][CH:18]=[C:13]([C:12]3[C:7]([NH:6][C@@H:3]4[CH2:4][CH2:5][N:1]([C:30](=[O:33])[CH2:31][CH3:32])[CH2:2]4)=[N:8][CH:9]=[CH:10][CH:11]=3)[N:14]=[C:15]2[CH:21]=[CH:20]1, predict the reactants needed to synthesize it. The reactants are: [NH:1]1[CH2:5][CH2:4][C@@H:3]([NH:6][C:7]2[C:12]([C:13]3[N:14]=[C:15]4[CH:21]=[CH:20][N:19]([CH2:22][O:23][CH2:24][CH2:25][Si:26]([CH3:29])([CH3:28])[CH3:27])[C:16]4=[N:17][CH:18]=3)=[CH:11][CH:10]=[CH:9][N:8]=2)[CH2:2]1.[C:30](Cl)(=[O:33])[CH2:31][CH3:32].